Dataset: Full USPTO retrosynthesis dataset with 1.9M reactions from patents (1976-2016). Task: Predict the reactants needed to synthesize the given product. Given the product [Cl:1][C:2]1[CH:18]=[C:17]([Cl:19])[CH:16]=[CH:15][C:3]=1[O:4][C:5]1[CH:12]=[CH:11][C:8]([C:9]#[N:10])=[CH:7][C:6]=1[OH:13], predict the reactants needed to synthesize it. The reactants are: [Cl:1][C:2]1[CH:18]=[C:17]([Cl:19])[CH:16]=[CH:15][C:3]=1[O:4][C:5]1[CH:12]=[CH:11][C:8]([C:9]#[N:10])=[CH:7][C:6]=1[O:13]C.O.